Regression. Given a target protein amino acid sequence and a drug SMILES string, predict the binding affinity score between them. We predict pIC50 (pIC50 = -log10(IC50 in M); higher means more potent). Dataset: bindingdb_ic50. From a dataset of Drug-target binding data from BindingDB using IC50 measurements. (1) The small molecule is O=C1N=NC(=O)N1c1ccccc1. The target is XTSFAESXKPVQQPSAFGS. The pIC50 is 4.0. (2) The drug is O=C(CCCCCCC(=O)Nc1ccccc1)NO. The target protein (Q9Z2V5) has sequence MTSTGQDSSTRQRKSRHNPQSPLQESSATLKRGGKKCAVPHSSPNLAEVKKKGKMKKLSQPAEEDLVVGLQGLDLNPETRVPVGTGLVFDEQLNDFHCLWDDSFPESPERLHAIREQLILEGLLGRCVSFQARFAEKEELMLVHSLEYIDLMETTQYMNEGELRVLAETYDSVYLHPNSYSCACLATGSVLRLVDALMGAEIRNGMAVIRPPGHHAQHNLMDGYCMFNHLAVAARYAQKKHRIQRVLIVDWDVHHGQGTQFIFDQDPSVLYFSIHRYEHGRFWPHLKASNWSTIGFGQGQGYTINVPWNQTGMRDADYIAAFLHILLPVASEFQPQLVLVAAGFDALHGDPKGEMAATPAGFAHLTHLLMGLAGGKLILSLEGGYNLRALAKGVSASLHTLLGDPCPMLESCVVPCASAQTSIYCTLEALEPFWEVLERSVETQEEDEVEEAVLEEEEEEGGWEATALPMDTWPLLQNRTGLVYDEKMMSHCNLWDNHHP.... The pIC50 is 6.6. (3) The drug is C[C@@H](C1CC1)n1cc(Cl)nc(Nc2c(Cl)cc(OC(F)F)cc2Cl)c1=O. The target protein sequence is MDAALLHSLLEANCSLALAEELLLDGWGMSLDPEGRYFYCNTTLDQIGTCWPRSAAGALVERPCPEYFNGIKYNTTRNAYRECLENGTWASRINYSQCEPILDDKQRKYDLHYRIALVVNYLGHCVSVAALVAAFLIFLALRSIRCLRNVIHWNLIATFILRNVLWFLLQLIDHEVHESNEVWCRCITTVFNYFVVTNFFWMFAEGCYLHTAIVMTYSTERLRKWLFLFIGWCVPCPIIIAWAIGKLYYENKQCWFGKEPGDLVDYIYQGPIILVLLINFIFLFNIVRILMTKLRASTTSETIQYRKAVKATLVLLPLLGITYMLFFVSPGEDELSQIVFIYFNSFLQSFQGFFVSVFYCFFNGEVRAAVRKRWHRWQDHHSLRVPVARAMSIPTSPTRISFHSIKQTAAV. The pIC50 is 5.0. (4) The small molecule is CC1(C)Oc2ccc([N+](=O)[O-])cc2O1. The target protein (P10696) has sequence MQGPWVLLLLGLRLQLSLGIIPVEEENPDFWNRQAAEALGAAKKLQPAQTAAKNLIIFLGDGMGVSTVTAARILKGQKKDKLGPETFLAMDRFPYVALSKTYSVDKHVPDSGATATAYLCGVKGNFQTIGLSAAARFNQCNTTRGNEVISVMNRAKKAGKSVGVVTTTRVQHASPAGAYAHTVNRNWYSDADVPASARQEGCQDIATQLISNMDIDVILGGGRKYMFPMGTPDPEYPDDYSQGGTRLDGKNLVQEWLAKHQGARYVWNRTELLQASLDPSVTHLMGLFEPGDMKYEIHRDSTLDPSLMEMTEAALLLLSRNPRGFFLFVEGGRIDHGHHESRAYRALTETIMFDDAIERAGQLTSEEDTLSLVTADHSHVFSFGGYPLRGSSIFGLAPGKARDRKAYTVLLYGNGPGYVLKDGARPDVTESESGSPEYRQQSAVPLDGETHAGEDVAVFARGPQAHLVHGVQEQTFIAHVMAFAACLEPYTACDLAPRAG.... The pIC50 is 4.0. (5) The small molecule is Cc1[nH]nc(N)c1-c1nc2c(S(=O)(=O)NCCO)c(F)ccc2s1. The target protein (Q13418) has sequence MDDIFTQCREGNAVAVRLWLDNTENDLNQGDDHGFSPLHWACREGRSAVVEMLIMRGARINVMNRGDDTPLHLAASHGHRDIVQKLLQYKADINAVNEHGNVPLHYACFWGQDQVAEDLVANGALVSICNKYGEMPVDKAKAPLRELLRERAEKMGQNLNRIPYKDTFWKGTTRTRPRNGTLNKHSGIDFKQLNFLTKLNENHSGELWKGRWQGNDIVVKVLKVRDWSTRKSRDFNEECPRLRIFSHPNVLPVLGACQSPPAPHPTLITHWMPYGSLYNVLHEGTNFVVDQSQAVKFALDMARGMAFLHTLEPLIPRHALNSRSVMIDEDMTARISMADVKFSFQCPGRMYAPAWVAPEALQKKPEDTNRRSADMWSFAVLLWELVTREVPFADLSNMEIGMKVALEGLRPTIPPGISPHVCKLMKICMNEDPAKRPKFDMIVPILEKMQDK. The pIC50 is 6.8. (6) The small molecule is C=CC(=O)Nc1ccc2ncnc(Nc3cccc(Br)c3)c2c1. The target protein sequence is GHMQTQGLAKDAWEIPRESLRLEVKLGQGCFGEVWMGTWNGTTRVAIKTLKPGTMSPEAFLQEAQVMKKLRHEKLVQLYAVVSEEPIYIVTEYMSKGCLLDFLKGEMGKYLRLPQLVDMAAQIASGMAYVERMNYVHRDLRAANILVGENLVCKVADFGLARLIEDNEYTARQGAKFPIKWTAPEAALYGRFTIKSDVWSFGILLTELTTKGRVPYPGMVNREVLDQVERGYRMPCPPECPESLHDLMCQCWRKDPEERPTFEYLQAFLEDYFTSTEPQYQPGENL. The pIC50 is 6.5. (7) The small molecule is CCCCCCN(CCCCCC)c1nc(-c2cccn2-c2ccccc2)nc(N2CCCCCC2)n1. The target protein (Q6GFD7) has sequence MAKTYIFGHKNPDTDAISSAIIMAEFEQLRGNSGAKAYRLGDVSAETQFALDTFNVPAPELLTDDLDGQDVILVDHNEFQQSSDTIASATIKHVIDHHRIANFETAGPLCYRAEPVGCTATILYKMFRERGFEIKPEIAGLMLSAIISDSLLFKSPTCTQQDVKAAEELKDIAKVDIQKYGLDMLKAGASTTDKSVEFLLNMDAKSFTMGDYVTRIAQVNAVDLDEVLNRKEDLEKEMLAVSAQEKYDLFVLVVTDIINSDSKILVVGAEKDKVGEAFNVQLEDDMAFLSGVVSRKKQIVPQITEALTK. The pIC50 is 3.6. (8) The small molecule is CC(C)[C@H](NC(=O)[C@H](CCCCN)NC(=O)[C@H](Cc1c[nH]c2ccccc12)NC(=O)[C@H](Cc1ccc(O)cc1)NC(=O)[C@H](Cc1ccc(Cl)cc1)NC(=O)[C@@H](N)Cc1ccc2ccccc2c1)C(=O)N[C@@H](Cc1ccccc1)C(=O)N[C@@H](Cc1cccc2ccccc12)C(N)=O. The target protein (P30872) has sequence MFPNGTASSPSSSPSPSPGSCGEGGGSRGPGAGAADGMEEPGRNASQNGTLSEGQGSAILISFIYSVVCLVGLCGNSMVIYVILRYAKMKTATNIYILNLAIADELLMLSVPFLVTSTLLRHWPFGALLCRLVLSVDAVNMFTSIYCLTVLSVDRYVAVVHPIKAARYRRPTVAKVVNLGVWVLSLLVILPIVVFSRTAANSDGTVACNMLMPEPAQRWLVGFVLYTFLMGFLLPVGAICLCYVLIIAKMRMVALKAGWQQRKRSERKITLMVMMVVMVFVICWMPFYVVQLVNVFAEQDDATVSQLSVILGYANSCANPILYGFLSDNFKRSFQRILCLSWMDNAAEEPVDYYATALKSRAYSVEDFQPENLESGGVFRNGTCTSRITTL. The pIC50 is 6.0. (9) The drug is COc1cccc(Nc2nc([N+](=O)[O-])nc3nc[nH]c23)c1. The target protein (Q9FUJ3) has sequence MANLRLMITLITVLMITKSSNGIKIDLPKSLNLTLSTDPSIISAASHDFGNITTVTPGGVICPSSTADISRLLQYAANGKSTFQVAARGQGHSLNGQASVSGGVIVNMTCITDVVVSKDKKYADVAAGTLWVDVLKKTAEKGVSPVSWTDYLHITVGGTLSNGGIGGQVFRNGPLVSNVLELDVITGKGEMLTCSRQLNPELFYGVLGGLGQFGIITRARIVLDHAPKRAKWFRMLYSDFTTFTKDQERLISMANDIGVDYLEGQIFLSNGVVDTSFFPPSDQSKVADLVKQHGIIYVLEVAKYYDDPNLPIISKVIDTLTKTLSYLPGFISMHDVAYFDFLNRVHVEENKLRSLGLWELPHPWLNLYVPKSRILDFHNGVVKDILLKQKSASGLALLYPTNRNKWDNRMSAMIPEIDEDVIYIIGLLQSATPKDLPEVESVNEKIIRFCKDSGIKIKQYLMHYTSKEDWIEHFGSKWDDFSKRKDLFDPKKLLSPGQDI.... The pIC50 is 4.8.